Task: Predict the reaction yield, written as a fraction of the theoretical maximum amount of product (1.0 means a 100% yield; for example, 0.34 means a 34% yield).. Dataset: Reaction yield outcomes from USPTO patents with 853,638 reactions (1) The reactants are [N:1]([C@H:4]1[CH2:8][C@H:7]([O:9][Si:10]([C:13]([CH3:16])([CH3:15])[CH3:14])([CH3:12])[CH3:11])[C@H:6]([CH2:17][O:18][CH2:19][C:20]2[CH:25]=[CH:24][CH:23]=[CH:22][CH:21]=2)[CH2:5]1)=[N+]=[N-]. The catalyst is CCOC(C)=O.[Pd]. The product is [CH2:19]([O:18][CH2:17][C@H:6]1[C@@H:7]([O:9][Si:10]([C:13]([CH3:15])([CH3:14])[CH3:16])([CH3:12])[CH3:11])[CH2:8][C@H:4]([NH2:1])[CH2:5]1)[C:20]1[CH:25]=[CH:24][CH:23]=[CH:22][CH:21]=1. The yield is 0.980. (2) The yield is 0.690. The reactants are Br[C:2]1[CH:3]=[C:4]([N+:9]([O-:11])=[O:10])[CH:5]=[CH:6][C:7]=1[Cl:8].B1([C:18]2[CH:23]=[CH:22][CH:21]=[N:20][CH:19]=2)OCCCO1.C([O-])([O-])=O.[Na+].[Na+]. The catalyst is C(O)C.C1(C)C=CC=CC=1.C1C=CC([P]([Pd]([P](C2C=CC=CC=2)(C2C=CC=CC=2)C2C=CC=CC=2)([P](C2C=CC=CC=2)(C2C=CC=CC=2)C2C=CC=CC=2)[P](C2C=CC=CC=2)(C2C=CC=CC=2)C2C=CC=CC=2)(C2C=CC=CC=2)C2C=CC=CC=2)=CC=1. The product is [Cl:8][C:7]1[CH:6]=[CH:5][C:4]([N+:9]([O-:11])=[O:10])=[CH:3][C:2]=1[C:18]1[CH:19]=[N:20][CH:21]=[CH:22][CH:23]=1. (3) The product is [F:32][C:19]1[C:20]([NH:22][C:23]([NH:25][C:26]2[CH:31]=[CH:30][CH:29]=[CH:28][CH:27]=2)=[O:24])=[CH:21][C:16]([C:7]2[C:8](=[O:15])[N:9]([CH:12]([CH3:14])[CH3:13])[C:10]3[C:5]([CH:6]=2)=[CH:4][N:3]=[C:2]([NH:38][C:39](=[O:41])[O:40][C:49]([CH3:51])([CH3:50])[CH3:48])[CH:11]=3)=[C:17]([CH3:33])[CH:18]=1. The catalyst is O1CCOCC1.CN(C=O)C.C1C=CC(/C=C/C(/C=C/C2C=CC=CC=2)=O)=CC=1.C1C=CC(/C=C/C(/C=C/C2C=CC=CC=2)=O)=CC=1.C1C=CC(/C=C/C(/C=C/C2C=CC=CC=2)=O)=CC=1.[Pd].[Pd].C1COCC1. The reactants are Cl[C:2]1[CH:11]=[C:10]2[C:5]([CH:6]=[C:7]([C:16]3[C:17]([CH3:33])=[CH:18][C:19]([F:32])=[C:20]([NH:22][C:23]([NH:25][C:26]4[CH:31]=[CH:30][CH:29]=[CH:28][CH:27]=4)=[O:24])[CH:21]=3)[C:8](=[O:15])[N:9]2[CH:12]([CH3:14])[CH3:13])=[CH:4][N:3]=1.C([NH:38][C:39](=[O:41])[O-:40])(C)(C)C.C([O-])([O-])=O.[Cs+].[Cs+].[CH3:48][CH:49]([C:51]1C=[C:48]([CH:49]([CH3:51])[CH3:50])C(C2C=CC=CC=2P(C2CCCCC2)C2CCCCC2)=[C:48]([CH:49]([CH3:51])[CH3:50])C=1)[CH3:50]. The yield is 0.500. (4) The reactants are [C:1]([N:8]1[CH:12]=[CH:11]N=C1)(N1C=CN=C1)=[O:2].[NH2:13][CH2:14][C:15]1[N:20]=[C:19]([C:21]#[C:22][C:23]2[C:24]([NH:29][C:30]3[CH:35]=[CH:34][C:33]([O:36][CH2:37][C:38]4[CH:43]=[CH:42][CH:41]=[C:40]([F:44])[CH:39]=4)=[C:32]([Cl:45])[CH:31]=3)=[N:25][CH:26]=[N:27][CH:28]=2)[CH:18]=[CH:17][CH:16]=1.C(O)(C(F)(F)F)=O.C[CH2:54][N:55](C(C)C)C(C)C.NCCC#N. The catalyst is C(Cl)(Cl)Cl.O. The product is [Cl:45][C:32]1[CH:31]=[C:30]([CH:35]=[CH:34][C:33]=1[O:36][CH2:37][C:38]1[CH:43]=[CH:42][CH:41]=[C:40]([F:44])[CH:39]=1)[NH:29][C:24]1[C:23]([C:22]#[C:21][C:19]2[N:20]=[C:15]([CH2:14][NH:13][C:1]([NH:8][CH2:12][CH2:11][C:54]#[N:55])=[O:2])[CH:16]=[CH:17][CH:18]=2)=[CH:28][N:27]=[CH:26][N:25]=1. The yield is 0.300. (5) The reactants are [C:1](Cl)(Cl)=[O:2].C(N(CC)CC)C.[Cl:12][C:13]1[CH:18]=[CH:17][C:16]([CH:19]2[CH:23]([C:24]3[CH:29]=[CH:28][C:27]([Cl:30])=[CH:26][CH:25]=3)[NH:22][C:21]([C:31]3[CH:36]=[CH:35][C:34]([O:37][CH3:38])=[CH:33][C:32]=3[O:39][CH:40]3[CH2:44][CH2:43][CH2:42][CH2:41]3)=[N:20]2)=[CH:15][CH:14]=1.[NH:45]1[CH2:50][CH2:49][NH:48][CH2:47][CH2:46]1.C(=O)(O)[O-].[Na+]. The catalyst is C1COCC1.C(Cl)Cl. The product is [Cl:12][C:13]1[CH:14]=[CH:15][C:16]([CH:19]2[CH:23]([C:24]3[CH:25]=[CH:26][C:27]([Cl:30])=[CH:28][CH:29]=3)[N:22]([C:1]([N:45]3[CH2:50][CH2:49][NH:48][CH2:47][CH2:46]3)=[O:2])[C:21]([C:31]3[CH:36]=[CH:35][C:34]([O:37][CH3:38])=[CH:33][C:32]=3[O:39][CH:40]3[CH2:41][CH2:42][CH2:43][CH2:44]3)=[N:20]2)=[CH:17][CH:18]=1. The yield is 0.810.